This data is from Forward reaction prediction with 1.9M reactions from USPTO patents (1976-2016). The task is: Predict the product of the given reaction. (1) The product is: [Cl:20][C:15]1[CH:14]=[C:13]2[C:12]([O:11][CH:10]([C:21]([N:23]3[CH2:28][CH2:27][C:26]([CH2:29][C:30]4[CH:31]=[CH:32][C:33]([F:36])=[CH:34][CH:35]=4)([C:37]#[N:38])[CH2:25][CH2:24]3)=[O:22])[CH2:9][NH:8]2)=[C:17]2[N:18]=[CH:40][NH:19][C:16]=12. Given the reactants C(OC([N:8]1[C:13]2[CH:14]=[C:15]([Cl:20])[C:16]([NH2:19])=[C:17]([NH2:18])[C:12]=2[O:11][CH:10]([C:21]([N:23]2[CH2:28][CH2:27][C:26]([C:37]#[N:38])([CH2:29][C:30]3[CH:35]=[CH:34][C:33]([F:36])=[CH:32][CH:31]=3)[CH2:25][CH2:24]2)=[O:22])[CH2:9]1)=O)(C)(C)C.Cl.[CH:40](O)=O, predict the reaction product. (2) Given the reactants CC1(C)C(C)(C)OB([C:9]2[S:13][C:12]3[CH:14]=[C:15]([B:17]4[O:21][C:20]([CH3:23])([CH3:22])[C:19]([CH3:25])([CH3:24])[O:18]4)[S:16][C:11]=3[CH:10]=2)O1.I[C:28]1[CH:49]=[CH:48][C:31]2[NH:32][C:33]([C@@H:35]3[CH2:39][C@H:38]([CH3:40])[CH2:37][N:36]3[C:41]([O:43][C:44]([CH3:47])([CH3:46])[CH3:45])=[O:42])=[N:34][C:30]=2[CH:29]=1.N#N.CC1CCCO1, predict the reaction product. The product is: [CH3:40][C@@H:38]1[CH2:37][N:36]([C:41]([O:43][C:44]([CH3:45])([CH3:46])[CH3:47])=[O:42])[C@H:35]([C:33]2[NH:32][C:31]3[CH:48]=[C:49]([C:9]4[S:13][C:12]5[CH:14]=[C:15]([B:17]6[O:18][C:19]([CH3:25])([CH3:24])[C:20]([CH3:22])([CH3:23])[O:21]6)[S:16][C:11]=5[CH:10]=4)[CH:28]=[CH:29][C:30]=3[N:34]=2)[CH2:39]1. (3) Given the reactants [Cl:1][C:2]1[CH:3]=[C:4]([C:9]([CH3:14])([CH3:13])[C:10](Cl)=[O:11])[CH:5]=[C:6]([Cl:8])[CH:7]=1.[CH2:15]([N:22]1[CH2:26][C@@H:25]([C:27]2[CH:32]=[CH:31][C:30]([F:33])=[CH:29][CH:28]=2)[C@H:24]([NH:34][CH3:35])[CH2:23]1)[C:16]1[CH:21]=[CH:20][CH:19]=[CH:18][CH:17]=1.C(N(C(C)C)C(C)C)C, predict the reaction product. The product is: [CH2:15]([N:22]1[CH2:26][C@@H:25]([C:27]2[CH:28]=[CH:29][C:30]([F:33])=[CH:31][CH:32]=2)[C@H:24]([N:34]([CH3:35])[C:10](=[O:11])[C:9]([C:4]2[CH:3]=[C:2]([Cl:1])[CH:7]=[C:6]([Cl:8])[CH:5]=2)([CH3:14])[CH3:13])[CH2:23]1)[C:16]1[CH:17]=[CH:18][CH:19]=[CH:20][CH:21]=1. (4) Given the reactants [C:1]1([CH2:7][C:8](O)=O)[CH:6]=[CH:5][CH:4]=[CH:3][CH:2]=1.C(OC(C(F)(F)F)=O)(C(F)(F)F)=[O:12].B(F)(F)F.CCOCC.CCO.[C:36]1(OC)[CH:41]=[CH:40]C=[CH:38][CH:37]=1, predict the reaction product. The product is: [C:7]([C:8]1[CH:40]=[CH:41][CH:36]=[CH:37][CH:38]=1)(=[O:12])[C:1]1[CH:6]=[CH:5][CH:4]=[CH:3][CH:2]=1.